Dataset: Drug-target binding data from BindingDB using Ki measurements. Task: Regression. Given a target protein amino acid sequence and a drug SMILES string, predict the binding affinity score between them. We predict pKi (pKi = -log10(Ki in M); higher means stronger inhibition). Dataset: bindingdb_ki. (1) The small molecule is CC(C)C[C@H](NC(=O)c1ccc(N(C)C)cc1)C(=O)N1CCC2[C@H]1C(=O)CN2C(=O)c1ccccc1. The target protein (P36400) has sequence MATSRAALCAVAVVCVVLAAACAPARAIHVGTPAAALFEEFKRTYGRAYETLAEEQQRLANFERNLELMREHQARNPHAQFGITKFFDLSEAEFAARYLNGAAYFAAAKRHAAQHYRKARADLSAVPDAVDWREKGAVTPVKDQGACGSCWAFSAVGNIEGQWYLAGHELVSLSEQQLVSCDDMNDGCDGGLMLQAFDWLLQNTNGHLHTEDSYPYVSGNGYVPECSNSSELVVGAQIDGHVLIGSSEKAMAAWLAKNGPIAIALDASSFMSYKSGVLTACIGKQLNHGVLLVGYDMTGEVPYWVIKNSWGGDWGEQGYVRVVMGVNACLLSEYPVSAHVRESAAPGTSTSSETPAPRPVMVEQVICFDKNCTQGCRKTLIKANECHKNGGGGASMIKCSPQKVTMCTYSNEFCVGGGLCFETPDGKCAPYFLGSIMNTCHYT. The pKi is 5.9. (2) The compound is CC(Cc1ccccc1)Nc1ncnc2c1ncn2C1OC(CO)C(O)C1O. The target protein (P47745) has sequence MPHSVSAFQAAYIGIEVLIALVSVPGNVLVIWAVKVNQALRDATFCFIASLAVADVAVGALVIPLAILINIGPQTYFHTCLMVACPVLILTQSSILALLAIAVDRYLRVKIPLRYKTVVTPRRAAVAIAGCWILSLVVGLTPMFGWNNLSKIEMAWAANGSVGEPVIKCEFEKVISMEYMVYFNFFVWVLPPLLLMVLIYLEVFYLIRKQLSKKVSASSGDPQKYYGKELKIAKSLALILFLFALSWLPLHILNCITLFCPTCHKPTILTYIAIFLTHGNSAMNPIVYAFRIQKFRVTFLKIWNDHFRCQPEPPIDEDLPEEKVDD. The pKi is 5.5. (3) The small molecule is COc1ccc(S(=O)(=O)N(CC(C)C)C[C@@H](O)[C@H](Cc2ccccc2)NC(=O)OC2COCOC2)cc1. The target protein (P03369) has sequence MGARASVLSGGELDKWEKIRLRPGGKKKYKLKHIVWASRELERFAVNPGLLETSEGCRQILGQLQPSLQTGSEELRSLYNTVATLYCVHQRIDVKDTKEALEKIEEEQNKSKKKAQQAAAAAGTGNSSQVSQNYPIVQNLQGQMVHQAISPRTLNAWVKVVEEKAFSPEVIPMFSALSEGATPQDLNTMLNTVGGHQAAMQMLKETINEEAAEWDRVHPVHAGPIAPGQMREPRGSDIAGTTSTLQEQIGWMTNNPPIPVGEIYKRWIILGLNKIVRMYSPTSILDIRQGPKEPFRDYVDRFYKTLRAEQASQDVKNWMTETLLVQNANPDCKTILKALGPAATLEEMMTACQGVGGPGHKARVLAEAMSQVTNPANIMMQRGNFRNQRKTVKCFNCGKEGHIAKNCRAPRKKGCWRCGREGHQMKDCTERQANFLREDLAFLQGKAREFSSEQTRANSPTRRELQVWGGENNSLSEAGADRQGTVSFNFPQITLWQRPL.... The pKi is 9.8. (4) The drug is Cc1cc(C(C#N)c2ccc(Cl)cc2)c(Cl)cc1NC(=O)c1cc(I)cc(I)c1O. The target protein sequence is MRIGAMLIPFIILGNAIIAYGYVRGCYYTNWAQYRQGEGKFLPEDIPKGLCTHILYAFAKVDQSGTSLPFEWNDEDTNWSKGMYSRVTKLKENDPEMKILLSYGGYNFGSSTFTAIRNRAEKRKHFIKSAIAFLRKNKFDGFDFDWEYPIGMAQEYAKLVNEMKVAFVEEAKKSDSEQLLLTAAVSAGKHTIDQSYNVQSLGENFDLLSLMSYDFHGSWEMNVDLHAKLHPTKGETSGTGIFNTEFAANYWLSKGMPKQKIIIGIPTYGRGWTLRDSSKTTIGAEGISPSSPSTTNPAGGTAAYWEICKYLKEGGKETIDEQGVGACMVQGSQWYGYDNEETIRMKMRWLKEKGYGGAFIWTLDFDDFKGTSCGEGPYPLLSAINHELKGEATATTRSLRTTITQSSTIGSTKFETTTTASEITKNNKIKTTTIAVEPTGESSDIKCPESFGLFRHPNDCHLFIHCAHDHPYVKLCPPNTFFNDKIKVCDHFGECDE. The pKi is 6.3. (5) The compound is N[C@@H](Cc1ccc(NC(=O)c2cccc([N+](=O)[O-])c2)cc1CCC(=O)O)C(=O)O. The target protein (P22756) has sequence MERSTVLIQPGLWTRDTSWTLLYFLCYILPQTSPQVLRIGGIFETVENEPVNVEELAFKFAVTSINRNRTLMPNTTLTYDIQRINLFDSFEASRRACDQLALGVAALFGPSHSSSVSAVQSICNALEVPHIQTRWKHPSVDSRDLFYINLYPDYAAISRAVLDLVLYYNWKTVTVVYEDSTGLIRLQELIKAPSRYNIKIKIRQLPPANKDAKPLLKEMKKSKEFYVIFDCSHETAAEILKQILFMGMMTEYYHYFFTTLDLFALDLELYRYSGVNMTGFRKLNIDNPHVSSIIEKWSMERLQAPPRPETGLLDGMMTTEAALMYDAVYMVAIASHRASQLTVSSLQCHRHKPCALGPRFMNLIKEARWDGLTGRITFNKTDGLRKDFDLDIISLKEEGTEKASGEVSKHLYKVWKKIGIWNSNSGLNMTDGNRDRSNNITDSLANRTLIVTTILEEPYVMYRKSDKPLYGNDRFEAYCLDLLKELSNILGFLYDVKLVP.... The pKi is 4.6. (6) The drug is CC(Oc1ccccc1)C(=O)NC(Cn1cncn1)CP(=O)(O)O. The target protein (P0CO23) has sequence MSERIASVERTTSETHISCTIDLDHIPGVTEQKINVSTGIGFLDHMFTALAKHGGMSLQLQCKGDLHIDDHHTAEDCALALGEAFKKALGERKGIKRYGYAYAPLDESLSRAVIDISSRPYFMCHLPFTREKVGDLSTEMVSHLLQSFAFAAGVTLHIDSIRGENNHHIAESAFKALALAIRMAISRTGGDDVPSTKGVLAL. The pKi is 6.6.